From a dataset of CYP1A2 inhibition data for predicting drug metabolism from PubChem BioAssay. Regression/Classification. Given a drug SMILES string, predict its absorption, distribution, metabolism, or excretion properties. Task type varies by dataset: regression for continuous measurements (e.g., permeability, clearance, half-life) or binary classification for categorical outcomes (e.g., BBB penetration, CYP inhibition). Dataset: cyp1a2_veith. The drug is C[C@H](N)Cc1c[nH]c2ccc(O)cc12. The result is 0 (non-inhibitor).